This data is from Catalyst prediction with 721,799 reactions and 888 catalyst types from USPTO. The task is: Predict which catalyst facilitates the given reaction. (1) Reactant: [C:1]([NH:5][C:6]([CH3:35])([CH3:34])[C:7]#[C:8][C:9]1[CH:14]=[CH:13][C:12]([C:15]([C:17]2[N:25]3[C:20]([CH:21]=[C:22]([C:26]([O:28][CH:29]([CH3:31])[CH3:30])=[O:27])[CH:23]=[CH:24]3)=[CH:19][C:18]=2[CH2:32][CH3:33])=[O:16])=[CH:11][CH:10]=1)([CH3:4])([CH3:3])[CH3:2].[H][H]. Product: [C:1]([NH:5][C:6]([CH3:34])([CH3:35])[CH2:7][CH2:8][C:9]1[CH:10]=[CH:11][C:12]([C:15]([C:17]2[N:25]3[C:20]([CH:21]=[C:22]([C:26]([O:28][CH:29]([CH3:31])[CH3:30])=[O:27])[CH:23]=[CH:24]3)=[CH:19][C:18]=2[CH2:32][CH3:33])=[O:16])=[CH:13][CH:14]=1)([CH3:4])([CH3:3])[CH3:2]. The catalyst class is: 591. (2) Reactant: Br[C:2]1[N:3]=[CH:4][C:5]([O:31][CH3:32])=[C:6]2[C:10]([C:11](=[O:30])[C:12]([N:14]3[CH2:23][CH2:22][C:21]4[C:16](=[CH:17][CH:18]=[CH:19][C:20]=4[C:24]4[CH:29]=[CH:28][CH:27]=[CH:26][N:25]=4)[CH2:15]3)=[O:13])=[CH:9][NH:8][C:7]=12.[F:33][C:34]([F:41])([F:40])[C:35]1[N:39]=[CH:38][NH:37][N:36]=1.CN[C@@H]1CCCC[C@@H]1NC.C(=O)([O-])[O-].[K+].[K+]. Product: [CH3:32][O:31][C:5]1[CH:4]=[N:3][C:2]([N:37]2[CH:38]=[N:39][C:35]([C:34]([F:41])([F:40])[F:33])=[N:36]2)=[C:7]2[NH:8][CH:9]=[C:10]([C:11](=[O:30])[C:12]([N:14]3[CH2:23][CH2:22][C:21]4[C:16](=[CH:17][CH:18]=[CH:19][C:20]=4[C:24]4[CH:29]=[CH:28][CH:27]=[CH:26][N:25]=4)[CH2:15]3)=[O:13])[C:6]=12. The catalyst class is: 185. (3) Reactant: I[C:2]1[S:6][CH:5]=[C:4]([C:7]([O:9][CH3:10])=[O:8])[C:3]=1[CH3:11].[CH:12]([C@H:14]1[CH2:19][CH2:18][C@H:17]([NH:20][C:21](=[O:27])[O:22][C:23]([CH3:26])([CH3:25])[CH3:24])[CH2:16][CH2:15]1)=[O:13].CCOC(C)=O. The catalyst class is: 1. Product: [C:23]([O:22][C:21]([NH:20][C@H:17]1[CH2:16][CH2:15][C@H:14]([CH:12]([OH:13])[C:2]2[S:6][CH:5]=[C:4]([C:7]([O:9][CH3:10])=[O:8])[C:3]=2[CH3:11])[CH2:19][CH2:18]1)=[O:27])([CH3:26])([CH3:25])[CH3:24]. (4) Reactant: [CH3:1][O:2][C:3](=[O:39])[CH2:4][C@H:5]1[C:9]2[CH:10]=[CH:11][C:12]([O:14][C@H:15]3[C:23]4[C:18](=[C:19]([CH2:28][C:29]5[CH:34]=[CH:33][C:32]([O:35]C(=O)C)=[CH:31][CH:30]=5)[C:20]([C:24]([F:27])([F:26])[F:25])=[CH:21][CH:22]=4)[CH2:17][CH2:16]3)=[CH:13][C:8]=2[O:7][CH2:6]1.C([O-])([O-])=O.[K+].[K+].Cl. The catalyst class is: 5. Product: [CH3:1][O:2][C:3](=[O:39])[CH2:4][C@H:5]1[C:9]2[CH:10]=[CH:11][C:12]([O:14][C@H:15]3[C:23]4[C:18](=[C:19]([CH2:28][C:29]5[CH:34]=[CH:33][C:32]([OH:35])=[CH:31][CH:30]=5)[C:20]([C:24]([F:25])([F:26])[F:27])=[CH:21][CH:22]=4)[CH2:17][CH2:16]3)=[CH:13][C:8]=2[O:7][CH2:6]1. (5) Reactant: [NH2:1][C:2]1[S:3][C:4]([CH2:11][CH3:12])=[CH:5][C:6]=1[C:7]([O:9][CH3:10])=[O:8].Cl[C:14]([O:16][CH2:17][CH3:18])=[O:15]. Product: [CH2:17]([O:16][C:14]([NH:1][C:2]1[S:3][C:4]([CH2:11][CH3:12])=[CH:5][C:6]=1[C:7]([O:9][CH3:10])=[O:8])=[O:15])[CH3:18]. The catalyst class is: 11. (6) Reactant: [Cl:1][C:2]1[N:7]=[C:6](Cl)[C:5]([Cl:9])=[CH:4][N:3]=1.[NH2:10][CH:11]1[CH2:19][CH2:18][CH:17]2[CH:13]([CH2:14][N:15]([C:20]([O:22][C:23]([CH3:26])([CH3:25])[CH3:24])=[O:21])[CH2:16]2)[CH2:12]1.CCN(CC)CC. Product: [Cl:1][C:2]1[N:7]=[C:6]([NH:10][CH:11]2[CH2:19][CH2:18][CH:17]3[CH:13]([CH2:14][N:15]([C:20]([O:22][C:23]([CH3:26])([CH3:25])[CH3:24])=[O:21])[CH2:16]3)[CH2:12]2)[C:5]([Cl:9])=[CH:4][N:3]=1. The catalyst class is: 14. (7) Reactant: [Br:1][C:2]1[CH:12]=[CH:11][C:5]2[CH2:6][CH2:7][NH:8][CH2:9][CH2:10][C:4]=2[CH:3]=1.[C:13]1(=O)[CH2:16][CH2:15][CH2:14]1.C(O[BH-](OC(=O)C)OC(=O)C)(=O)C.[Na+].[OH-].[Na+]. Product: [Br:1][C:2]1[CH:12]=[CH:11][C:5]2[CH2:6][CH2:7][N:8]([CH:13]3[CH2:16][CH2:15][CH2:14]3)[CH2:9][CH2:10][C:4]=2[CH:3]=1. The catalyst class is: 411.